This data is from Catalyst prediction with 721,799 reactions and 888 catalyst types from USPTO. The task is: Predict which catalyst facilitates the given reaction. Reactant: [NH:1]1[CH2:6][CH2:5][CH2:4][CH:3]([CH2:7][OH:8])[CH2:2]1.C(=O)([O-])[O-].[K+].[K+].[CH2:15](Br)[CH3:16]. Product: [CH2:15]([N:1]1[CH2:6][CH2:5][CH2:4][CH:3]([CH2:7][OH:8])[CH2:2]1)[CH3:16]. The catalyst class is: 9.